Dataset: Reaction yield outcomes from USPTO patents with 853,638 reactions. Task: Predict the reaction yield, written as a fraction of the theoretical maximum amount of product (1.0 means a 100% yield; for example, 0.34 means a 34% yield). (1) The reactants are [F:1][C:2]1[CH:3]=[C:4]([CH:7]=[C:8]([NH:10][CH2:11][C:12]2[CH:17]=[CH:16][C:15]([S:18]([CH3:21])(=[O:20])=[O:19])=[CH:14][CH:13]=2)[CH:9]=1)[C:5]#[N:6].[C:22]1([CH2:28][C:29](Cl)=[O:30])[CH:27]=[CH:26][CH:25]=[CH:24][CH:23]=1. No catalyst specified. The product is [C:5]([C:4]1[CH:7]=[C:8]([N:10]([CH2:11][C:12]2[CH:13]=[CH:14][C:15]([S:18]([CH3:21])(=[O:20])=[O:19])=[CH:16][CH:17]=2)[C:29](=[O:30])[CH2:28][C:22]2[CH:27]=[CH:26][CH:25]=[CH:24][CH:23]=2)[CH:9]=[C:2]([F:1])[CH:3]=1)#[N:6]. The yield is 1.00. (2) The reactants are [Cl:1][C:2]1[CH:3]=[CH:4][C:5]([O:12][CH2:13][CH2:14][C:15]([N:17]2[CH2:23][CH2:22][CH2:21][O:20][CH:19]([CH2:24][C:25]3[CH:30]=[CH:29][C:28]([F:31])=[CH:27][CH:26]=3)[CH2:18]2)=O)=[C:6]([NH:8][C:9]([NH2:11])=[O:10])[CH:7]=1. The catalyst is C1COCC1.CO. The product is [Cl:1][C:2]1[CH:3]=[CH:4][C:5]([O:12][CH2:13][CH2:14][CH2:15][N:17]2[CH2:23][CH2:22][CH2:21][O:20][CH:19]([CH2:24][C:25]3[CH:26]=[CH:27][C:28]([F:31])=[CH:29][CH:30]=3)[CH2:18]2)=[C:6]([NH:8][C:9]([NH2:11])=[O:10])[CH:7]=1. The yield is 0.210.